This data is from Peptide-MHC class II binding affinity with 134,281 pairs from IEDB. The task is: Regression. Given a peptide amino acid sequence and an MHC pseudo amino acid sequence, predict their binding affinity value. This is MHC class II binding data. (1) The peptide sequence is EGATPEAKYDAYVAT. The MHC is DRB1_0401 with pseudo-sequence DRB1_0401. The binding affinity (normalized) is 0.374. (2) The peptide sequence is RGIVKENIIDLTKIDR. The MHC is DRB3_0202 with pseudo-sequence DRB3_0202. The binding affinity (normalized) is 0.384. (3) The peptide sequence is PFNFRFLTEKGMKNV. The MHC is DRB5_0101 with pseudo-sequence DRB5_0101. The binding affinity (normalized) is 0.787.